The task is: Predict the reactants needed to synthesize the given product.. This data is from Full USPTO retrosynthesis dataset with 1.9M reactions from patents (1976-2016). Given the product [Cl:1][C:2]1[CH:3]=[CH:4][C:5]2[O:15][C:8]3([CH2:9][CH2:10][CH:11]([NH:14][CH2:39][C@H:37]([OH:38])[CH2:36][O:35][C:27]4[CH:26]=[C:25]([O:24][CH2:23][C:22]5[CH:21]=[CH:20][C:19]([O:18][CH3:17])=[CH:41][CH:40]=5)[CH:34]=[CH:33][C:28]=4[C:29]([NH:31][CH3:32])=[O:30])[CH2:12][CH2:13]3)[CH2:7][C:6]=2[CH:16]=1, predict the reactants needed to synthesize it. The reactants are: [Cl:1][C:2]1[CH:3]=[CH:4][C:5]2[O:15][C:8]3([CH2:13][CH2:12][CH:11]([NH2:14])[CH2:10][CH2:9]3)[CH2:7][C:6]=2[CH:16]=1.[CH3:17][O:18][C:19]1[CH:41]=[CH:40][C:22]([CH2:23][O:24][C:25]2[CH:34]=[CH:33][C:28]([C:29]([NH:31][CH3:32])=[O:30])=[C:27]([O:35][CH2:36][C@@H:37]3[CH2:39][O:38]3)[CH:26]=2)=[CH:21][CH:20]=1.